Dataset: Full USPTO retrosynthesis dataset with 1.9M reactions from patents (1976-2016). Task: Predict the reactants needed to synthesize the given product. (1) Given the product [F:13][C:10]1[CH:11]=[CH:12][C:7]([C:16](=[O:18])[CH3:17])=[N:8][CH:9]=1, predict the reactants needed to synthesize it. The reactants are: [Li]C(CC)C.Br[C:7]1[CH:12]=[CH:11][C:10]([F:13])=[CH:9][N:8]=1.CN(C)[C:16](=[O:18])[CH3:17]. (2) Given the product [CH3:1][O:2][C:3]1[CH:8]=[CH:7][CH:6]=[CH:5][C:4]=1[O:9][CH2:12][CH:14]1[O:16][CH2:15]1, predict the reactants needed to synthesize it. The reactants are: [CH3:1][O:2][C:3]1[CH:8]=[CH:7][CH:6]=[CH:5][C:4]=1[OH:9].[OH-].[Na+].[CH2:12]([CH:14]1[O:16][CH2:15]1)Cl. (3) Given the product [CH3:1][C:2]1[CH:19]=[C:18]([N+:20]([O-:22])=[O:21])[CH:17]=[CH:16][C:3]=1[N:4]=[C:5]1[CH2:11][CH2:10][CH2:9][CH2:8][CH2:7][N:6]1[CH:12]=[C:13]([CH3:15])[CH3:14], predict the reactants needed to synthesize it. The reactants are: [CH3:1][C:2]1[CH:19]=[C:18]([N+:20]([O-:22])=[O:21])[CH:17]=[CH:16][C:3]=1[N:4]=[C:5]1[CH2:11][CH2:10][CH2:9][CH2:8][CH2:7][N:6]1[CH2:12][C:13]([CH3:15])=[CH2:14]. (4) Given the product [Si:1]([O:8][CH:9]1[CH:10]2[CH:11]([O:20]2)[CH2:12][N:13]([C:15]([O:17][CH2:18][CH3:19])=[O:16])[CH2:14]1)([C:4]([CH3:7])([CH3:6])[CH3:5])([CH3:3])[CH3:2], predict the reactants needed to synthesize it. The reactants are: [Si:1]([O:8][CH:9]1[CH2:14][N:13]([C:15]([O:17][CH2:18][CH3:19])=[O:16])[CH2:12][CH:11]=[CH:10]1)([C:4]([CH3:7])([CH3:6])[CH3:5])([CH3:3])[CH3:2].[OH:20]C1C2C(O2)CN(C(OCC)=O)C1. (5) Given the product [Cl:9][C:10]1[CH:11]=[C:12]([CH2:13][C:19]([CH3:21])([CH3:20])[CH2:18][OH:22])[CH:15]=[CH:16][CH:17]=1, predict the reactants needed to synthesize it. The reactants are: [OH-].[Na+].C1C=CC=CC=1.[Cl:9][C:10]1[CH:11]=[C:12]([CH:15]=[CH:16][CH:17]=1)[CH2:13]Br.[CH:18](=[O:22])[CH:19]([CH3:21])[CH3:20]. (6) Given the product [CH2:32]([N:29]([CH2:30][CH3:31])[CH2:28][CH2:27][CH2:26][CH:24]([NH:23][C:2]1[C:3]2[C:8]([N:9]=[C:10]3[C:15]=1[CH2:14][CH2:13][CH2:12][CH2:11]3)=[CH:7][CH:6]=[CH:5][CH:4]=2)[CH3:25])[CH3:33], predict the reactants needed to synthesize it. The reactants are: Cl[C:2]1[C:3]2[C:8]([N:9]=[C:10]3[C:15]=1[CH2:14][CH2:13][CH2:12][CH2:11]3)=[CH:7][CH:6]=[CH:5][CH:4]=2.C1(O)C=CC=CC=1.[NH2:23][CH:24]([CH2:26][CH2:27][CH2:28][N:29]([CH2:32][CH3:33])[CH2:30][CH3:31])[CH3:25].